This data is from Catalyst prediction with 721,799 reactions and 888 catalyst types from USPTO. The task is: Predict which catalyst facilitates the given reaction. The catalyst class is: 24. Reactant: [NH2:1][CH2:2][C@H:3]1[CH2:7][CH2:6][CH2:5][C@@H:4]1[NH:8][C:9]1[CH:18]=[C:17]([CH3:19])[C:16]2[C:11](=[CH:12][CH:13]=[C:14]([O:20][CH3:21])[CH:15]=2)[N:10]=1.[CH3:22][N:23]1[C:31]2[C:26](=[CH:27][CH:28]=[CH:29][CH:30]=2)[C:25]([CH:32]=O)=[CH:24]1.[BH4-].[Na+].Cl.[OH-].[Na+]. Product: [CH3:21][O:20][C:14]1[CH:15]=[C:16]2[C:11](=[CH:12][CH:13]=1)[N:10]=[C:9]([NH:8][C@H:4]1[CH2:5][CH2:6][CH2:7][C@@H:3]1[CH2:2][NH:1][CH2:32][C:25]1[C:26]3[C:31](=[CH:30][CH:29]=[CH:28][CH:27]=3)[N:23]([CH3:22])[CH:24]=1)[CH:18]=[C:17]2[CH3:19].